Dataset: Forward reaction prediction with 1.9M reactions from USPTO patents (1976-2016). Task: Predict the product of the given reaction. Given the reactants [Cl-].[Li+].C[C:4](P(OC)(O)=O)([C:6]([O-:8])=[O:7])C.[CH2:14]1CCN2C(=NCCC2)CC1.[F:25][C:26]([F:38])([F:37])[C:27]([C:29]1[CH:34]=[CH:33][CH:32]=[C:31]([O:35][CH3:36])[CH:30]=1)=O, predict the reaction product. The product is: [F:25][C:26]([F:38])([F:37])/[C:27](/[C:29]1[CH:34]=[CH:33][CH:32]=[C:31]([O:35][CH3:36])[CH:30]=1)=[CH:4]\[C:6]([O:8][CH3:14])=[O:7].